This data is from Reaction yield outcomes from USPTO patents with 853,638 reactions. The task is: Predict the reaction yield, written as a fraction of the theoretical maximum amount of product (1.0 means a 100% yield; for example, 0.34 means a 34% yield). (1) The reactants are [CH3:1][O:2][C:3]1[CH:4]=[C:5]([CH2:9][C:10]([OH:12])=O)[CH:6]=[CH:7][CH:8]=1.C(N1C=CN=C1)(N1C=CN=C1)=O.[NH2:25][C:26]1[S:27][C:28]([N+:31]([O-:33])=[O:32])=[CH:29][N:30]=1. The catalyst is CN(C)C=O. The product is [CH3:1][O:2][C:3]1[CH:4]=[C:5]([CH2:9][C:10]([NH:25][C:26]2[S:27][C:28]([N+:31]([O-:33])=[O:32])=[CH:29][N:30]=2)=[O:12])[CH:6]=[CH:7][CH:8]=1. The yield is 0.300. (2) The reactants are [Cl:1][C:2]1[CH:9]=[CH:8][C:5]([CH:6]=O)=[CH:4][C:3]=1[F:10].C(O)(=O)[CH2:12][C:13]([OH:15])=[O:14].N1C=CC=CC=1.Cl. No catalyst specified. The product is [Cl:1][C:2]1[CH:9]=[CH:8][C:5](/[CH:6]=[CH:12]/[C:13]([OH:15])=[O:14])=[CH:4][C:3]=1[F:10]. The yield is 0.927. (3) The reactants are S(Cl)(Cl)=O.[OH:5][C:6]1([C:9]([OH:11])=O)[CH2:8][CH2:7]1.FC(F)(F)C(O)=O.[O:19]1[C:23]2[CH:24]=[CH:25][CH:26]=[CH:27][C:22]=2[N:21]=[C:20]1[C:28]1[CH:33]=[CH:32][C:31]([C:34]([N:36]2[CH2:41][CH2:40][NH:39][CH2:38][CH2:37]2)=[O:35])=[CH:30][CH:29]=1.C(N(CC)C(C)C)(C)C. The catalyst is ClCCl.CN(C=O)C. The product is [O:19]1[C:23]2[CH:24]=[CH:25][CH:26]=[CH:27][C:22]=2[N:21]=[C:20]1[C:28]1[CH:33]=[CH:32][C:31]([C:34]([N:36]2[CH2:41][CH2:40][N:39]([C:9]([C:6]3([OH:5])[CH2:8][CH2:7]3)=[O:11])[CH2:38][CH2:37]2)=[O:35])=[CH:30][CH:29]=1. The yield is 0.660. (4) The reactants are [CH:1]([O:4][C:5]1[N:10]=[C:9]([C:11]2[C:19]3[C:14](=[CH:15][CH:16]=[C:17]([C:20]4[S:21][C:22](S(C)(=O)=O)=[N:23][N:24]=4)[CH:18]=3)[N:13]([S:29]([C:32]3[CH:38]=[CH:37][C:35]([CH3:36])=[CH:34][CH:33]=3)(=[O:31])=[O:30])[CH:12]=2)[CH:8]=[CH:7][CH:6]=1)([CH3:3])[CH3:2].[NH2:39][C@@H:40]1[CH2:45][CH2:44][CH2:43][N:42]([C:46]([O:48][C:49]([CH3:52])([CH3:51])[CH3:50])=[O:47])[CH2:41]1. The catalyst is O1CCOCC1.CN1CCCC1=O.C(Cl)Cl. The product is [CH:1]([O:4][C:5]1[N:10]=[C:9]([C:11]2[C:19]3[C:14](=[CH:15][CH:16]=[C:17]([C:20]4[S:21][C:22]([NH:39][C@@H:40]5[CH2:45][CH2:44][CH2:43][N:42]([C:46]([O:48][C:49]([CH3:52])([CH3:51])[CH3:50])=[O:47])[CH2:41]5)=[N:23][N:24]=4)[CH:18]=3)[N:13]([S:29]([C:32]3[CH:38]=[CH:37][C:35]([CH3:36])=[CH:34][CH:33]=3)(=[O:31])=[O:30])[CH:12]=2)[CH:8]=[CH:7][CH:6]=1)([CH3:2])[CH3:3]. The yield is 0.500. (5) The reactants are C([Li])CCC.[S:6]1[C:10]([C:11]2[C:12]3[CH:19]=[CH:18][N:17]([CH2:20][O:21][CH2:22][CH2:23][Si:24]([CH3:27])([CH3:26])[CH3:25])[C:13]=3[N:14]=[CH:15][N:16]=2)=[CH:9][N:8]=[CH:7]1.C(Br)(Br)(Br)[Br:29]. The catalyst is CCCCCC.C1COCC1. The product is [Br:29][C:7]1[S:6][C:10]([C:11]2[C:12]3[CH:19]=[CH:18][N:17]([CH2:20][O:21][CH2:22][CH2:23][Si:24]([CH3:27])([CH3:26])[CH3:25])[C:13]=3[N:14]=[CH:15][N:16]=2)=[CH:9][N:8]=1. The yield is 0.570. (6) The reactants are [Br:1][C:2]1[N:3]=[CH:4][C:5]([O:16][CH3:17])=[C:6]2[C:10]([C:11](=[O:15])[C:12]([OH:14])=O)=[CH:9][NH:8][C:7]=12.[N:18]1[CH:23]=[CH:22][CH:21]=[CH:20][C:19]=1[C:24]1[C:25]2[CH2:33][CH2:32][NH:31][CH2:30][C:26]=2[N:27]=[CH:28][N:29]=1.C(O)(C(F)(F)F)=O.CCN(C(C)C)C(C)C.CN(C(ON1N=NC2C=CC=CC1=2)=[N+](C)C)C.[B-](F)(F)(F)F. The catalyst is CN(C=O)C. The product is [Br:1][C:2]1[N:3]=[CH:4][C:5]([O:16][CH3:17])=[C:6]2[C:10]([C:11](=[O:15])[C:12]([N:31]3[CH2:32][CH2:33][C:25]4[C:24]([C:19]5[CH:20]=[CH:21][CH:22]=[CH:23][N:18]=5)=[N:29][CH:28]=[N:27][C:26]=4[CH2:30]3)=[O:14])=[CH:9][NH:8][C:7]=12. The yield is 0.760. (7) The reactants are [C@@H:1]12[NH:8][CH2:7][C@@H:6]1[CH2:5][CH2:4][N:3]([C:9]([O:11][C:12]([CH3:15])([CH3:14])[CH3:13])=[O:10])[CH2:2]2.CCN(C(C)C)C(C)C.Cl[C:26]1[N:31]=[C:30]([C:32]([F:35])([F:34])[F:33])[CH:29]=[CH:28][N:27]=1. The catalyst is C(#N)C.O. The product is [F:33][C:32]([F:35])([F:34])[C:30]1[CH:29]=[CH:28][N:27]=[C:26]([N:8]2[C@@H:1]3[C@@H:6]([CH2:5][CH2:4][N:3]([C:9]([O:11][C:12]([CH3:15])([CH3:14])[CH3:13])=[O:10])[CH2:2]3)[CH2:7]2)[N:31]=1. The yield is 0.660. (8) The reactants are [NH:1]([C:15]([O:17][C:18]([CH3:21])([CH3:20])[CH3:19])=[O:16])[C@H:2]([C:11]([O:13][CH3:14])=[O:12])[CH2:3][C:4]1[CH:9]=[CH:8][C:7]([OH:10])=[CH:6][CH:5]=1.CN1CCOCC1.[S:29](O[S:29]([C:32]([F:35])([F:34])[F:33])(=[O:31])=[O:30])([C:32]([F:35])([F:34])[F:33])(=[O:31])=[O:30]. The catalyst is ClCCl. The product is [C:18]([O:17][C:15]([NH:1][C@@H:2]([CH2:3][C:4]1[CH:5]=[CH:6][C:7]([O:10][S:29]([C:32]([F:35])([F:34])[F:33])(=[O:31])=[O:30])=[CH:8][CH:9]=1)[C:11]([O:13][CH3:14])=[O:12])=[O:16])([CH3:21])([CH3:20])[CH3:19]. The yield is 0.980. (9) The reactants are [F:1][C:2]1[C:11]2[C:6](=[CH:7][CH:8]=[CH:9][CH:10]=2)[C:5]([O:12][S:13]([C:16]([F:19])([F:18])[F:17])(=[O:15])=[O:14])=[C:4]([C:20](=[O:26])[C:21]([O:23][CH2:24][CH3:25])=[O:22])[C:3]=1[CH3:27].C(=O)=O.CC#N.[B]1OC2C(=CC=CC=2)O1.C([O-])([O-])=O.[Na+].[Na+]. The catalyst is C1(C)C=CC=CC=1.B1(C)OC(C2C=CC=CC=2)(C2C=CC=CC=2)[C@@H]2N1CCC2.CCOC(C)=O. The product is [F:1][C:2]1[C:11]2[C:6](=[CH:7][CH:8]=[CH:9][CH:10]=2)[C:5]([O:12][S:13]([C:16]([F:18])([F:17])[F:19])(=[O:14])=[O:15])=[C:4]([C@H:20]([OH:26])[C:21]([O:23][CH2:24][CH3:25])=[O:22])[C:3]=1[CH3:27]. The yield is 0.940.